The task is: Regression. Given two drug SMILES strings and cell line genomic features, predict the synergy score measuring deviation from expected non-interaction effect.. This data is from NCI-60 drug combinations with 297,098 pairs across 59 cell lines. (1) Drug 1: CCC1(CC2CC(C3=C(CCN(C2)C1)C4=CC=CC=C4N3)(C5=C(C=C6C(=C5)C78CCN9C7C(C=CC9)(C(C(C8N6C=O)(C(=O)OC)O)OC(=O)C)CC)OC)C(=O)OC)O.OS(=O)(=O)O. Drug 2: C1=NC2=C(N=C(N=C2N1C3C(C(C(O3)CO)O)O)F)N. Cell line: SF-539. Synergy scores: CSS=30.6, Synergy_ZIP=-7.60, Synergy_Bliss=0.535, Synergy_Loewe=-56.1, Synergy_HSA=0.844. (2) Drug 1: CC1=C2C(C(=O)C3(C(CC4C(C3C(C(C2(C)C)(CC1OC(=O)C(C(C5=CC=CC=C5)NC(=O)OC(C)(C)C)O)O)OC(=O)C6=CC=CC=C6)(CO4)OC(=O)C)OC)C)OC. Drug 2: C1CCC(CC1)NC(=O)N(CCCl)N=O. Cell line: HOP-62. Synergy scores: CSS=46.9, Synergy_ZIP=7.34, Synergy_Bliss=6.68, Synergy_Loewe=-4.83, Synergy_HSA=7.56. (3) Cell line: SK-MEL-2. Drug 2: C1CN1C2=NC(=NC(=N2)N3CC3)N4CC4. Drug 1: CC1=CC=C(C=C1)C2=CC(=NN2C3=CC=C(C=C3)S(=O)(=O)N)C(F)(F)F. Synergy scores: CSS=-2.50, Synergy_ZIP=-7.74, Synergy_Bliss=-7.07, Synergy_Loewe=-25.8, Synergy_HSA=-11.4. (4) Drug 1: CCCS(=O)(=O)NC1=C(C(=C(C=C1)F)C(=O)C2=CNC3=C2C=C(C=N3)C4=CC=C(C=C4)Cl)F. Drug 2: CNC(=O)C1=CC=CC=C1SC2=CC3=C(C=C2)C(=NN3)C=CC4=CC=CC=N4. Cell line: NCIH23. Synergy scores: CSS=4.01, Synergy_ZIP=2.62, Synergy_Bliss=7.95, Synergy_Loewe=2.67, Synergy_HSA=3.70. (5) Drug 1: C1CCN(CC1)CCOC2=CC=C(C=C2)C(=O)C3=C(SC4=C3C=CC(=C4)O)C5=CC=C(C=C5)O. Cell line: SF-295. Drug 2: CCCS(=O)(=O)NC1=C(C(=C(C=C1)F)C(=O)C2=CNC3=C2C=C(C=N3)C4=CC=C(C=C4)Cl)F. Synergy scores: CSS=32.1, Synergy_ZIP=0.648, Synergy_Bliss=-0.416, Synergy_Loewe=-2.00, Synergy_HSA=-0.529.